Dataset: Forward reaction prediction with 1.9M reactions from USPTO patents (1976-2016). Task: Predict the product of the given reaction. (1) Given the reactants [Br:1][C:2]1[CH:10]=[CH:9][C:5]([C:6]([OH:8])=O)=[C:4]([NH:11][S:12]([CH3:15])(=[O:14])=[O:13])[CH:3]=1.[CH3:16][C:17]1[C:18]([N:24]2[CH2:29][CH2:28][NH:27][CH2:26][CH2:25]2)=[N:19][CH:20]=[C:21]([CH3:23])[CH:22]=1, predict the reaction product. The product is: [Br:1][C:2]1[CH:10]=[CH:9][C:5]([C:6]([N:27]2[CH2:28][CH2:29][N:24]([C:18]3[C:17]([CH3:16])=[CH:22][C:21]([CH3:23])=[CH:20][N:19]=3)[CH2:25][CH2:26]2)=[O:8])=[C:4]([NH:11][S:12]([CH3:15])(=[O:14])=[O:13])[CH:3]=1. (2) Given the reactants N[C:2]1[C:10]([O:11][CH3:12])=[CH:9][C:8]([Br:13])=[CH:7][C:3]=1[C:4]([OH:6])=[O:5].N([O-])=O.[Na+].O[PH2]=O, predict the reaction product. The product is: [Br:13][C:8]1[CH:7]=[C:3]([CH:2]=[C:10]([O:11][CH3:12])[CH:9]=1)[C:4]([OH:6])=[O:5]. (3) Given the reactants [OH-].[Li+].C[O:4][C:5]([C:7]1[C:8]2[CH:16]=[CH:15][NH:14][C:9]=2[N:10]=[C:11]([Cl:13])[CH:12]=1)=[O:6].Cl, predict the reaction product. The product is: [Cl:13][C:11]1[CH:12]=[C:7]([C:5]([OH:6])=[O:4])[C:8]2[CH:16]=[CH:15][NH:14][C:9]=2[N:10]=1. (4) Given the reactants CO[C:3]([C:5]1[S:6][C:7]([C:15]([CH:17]2[CH2:22][CH2:21][O:20][CH2:19][CH2:18]2)=[O:16])=[CH:8][C:9]=1[N:10]=[CH:11][N:12]([CH3:14])C)=[O:4].[CH3:23][N:24]1[CH2:30][CH2:29][CH2:28][N:27]([C:31]2[CH:36]=[CH:35]C(N)=[CH:33][CH:32]=2)[CH2:26][CH2:25]1, predict the reaction product. The product is: [CH3:23][N:24]1[CH2:30][CH2:29][CH2:28][N:27]([C:31]2[CH:36]=[CH:35][C:14]([N:12]3[C:3](=[O:4])[C:5]4[S:6][C:7]([C:15]([CH:17]5[CH2:18][CH2:19][O:20][CH2:21][CH2:22]5)=[O:16])=[CH:8][C:9]=4[N:10]=[CH:11]3)=[CH:33][CH:32]=2)[CH2:26][CH2:25]1. (5) The product is: [CH3:32][N:8]([CH3:7])[CH2:9][C@H:10]([CH3:31])[C@H:11]([C:14]1[CH:15]=[C:16]([O:20][S:21]([C:24]2[CH:25]=[CH:26][C:27]([CH3:30])=[CH:28][CH:29]=2)(=[O:22])=[O:23])[CH:17]=[CH:18][CH:19]=1)[CH2:12][CH3:13]. Given the reactants C(O)(=O)C(O)=O.[CH3:7][N:8]([CH3:32])[CH2:9][C@H:10]([CH3:31])[C@H:11]([C:14]1[CH:15]=[C:16]([O:20][S:21]([C:24]2[CH:29]=[CH:28][C:27]([CH3:30])=[CH:26][CH:25]=2)(=[O:23])=[O:22])[CH:17]=[CH:18][CH:19]=1)[CH2:12][CH3:13], predict the reaction product. (6) The product is: [CH3:1][O:2][C:3]([CH:5]1[C:13]2[C:8](=[N:9][CH:10]=[CH:11][CH:12]=2)[O:7][CH2:6]1)=[O:4]. Given the reactants [CH3:1][O:2][C:3]([C:5]1[C:13]2[C:8](=[N:9][CH:10]=[CH:11][CH:12]=2)[O:7][CH:6]=1)=[O:4].CC([O-])=O.[Na+], predict the reaction product.